Dataset: Full USPTO retrosynthesis dataset with 1.9M reactions from patents (1976-2016). Task: Predict the reactants needed to synthesize the given product. (1) Given the product [C:1]([C:4]1[C:5]([C:27]2[CH:28]=[CH:29][C:30]([F:31])=[C:25]([Cl:24])[CH:26]=2)=[N:6][N:7]2[C@H:12]3[CH2:13][O:14][CH2:15][C@H:11]3[N:10]([C:16]([O:18][C:19]([CH3:22])([CH3:21])[CH3:20])=[O:17])[CH2:9][C:8]=12)(=[O:3])[NH2:2], predict the reactants needed to synthesize it. The reactants are: [C:1]([C:4]1[C:5](I)=[N:6][N:7]2[C@H:12]3[CH2:13][O:14][CH2:15][C@H:11]3[N:10]([C:16]([O:18][C:19]([CH3:22])([CH3:21])[CH3:20])=[O:17])[CH2:9][C:8]=12)(=[O:3])[NH2:2].[Cl:24][C:25]1[CH:26]=[C:27](B(O)O)[CH:28]=[CH:29][C:30]=1[F:31].[O-]P([O-])([O-])=O.[K+].[K+].[K+]. (2) Given the product [CH3:27][N:28]([CH3:29])[CH2:2]/[CH:3]=[CH:4]/[C:5]([NH:7][C:8]1[C:9]([CH3:26])=[C:10]([C:14]2[CH:22]=[CH:21][C:20]([C:23]([NH2:25])=[O:24])=[C:19]3[C:15]=2[CH:16]=[CH:17][NH:18]3)[CH:11]=[CH:12][CH:13]=1)=[O:6], predict the reactants needed to synthesize it. The reactants are: Br[CH2:2]/[CH:3]=[CH:4]/[C:5]([NH:7][C:8]1[C:9]([CH3:26])=[C:10]([C:14]2[CH:22]=[CH:21][C:20]([C:23]([NH2:25])=[O:24])=[C:19]3[C:15]=2[CH:16]=[CH:17][NH:18]3)[CH:11]=[CH:12][CH:13]=1)=[O:6].[CH3:27][NH:28][CH3:29].O. (3) Given the product [C:1]([C:3]1[CH:11]=[C:10]2[C:6]([C:7]([C:12]3[N:13]([C:23]([O:25][C:26]([CH3:29])([CH3:28])[CH3:27])=[O:24])[C:14]4[C:19]([CH:20]=3)=[CH:18][C:17]([CH:21]=[O:22])=[CH:16][CH:15]=4)=[N:8][NH:9]2)=[CH:5][CH:4]=1)#[N:2], predict the reactants needed to synthesize it. The reactants are: [C:1]([C:3]1[CH:11]=[C:10]2[C:6]([C:7]([C:12]3[N:13]([C:23]([O:25][C:26]([CH3:29])([CH3:28])[CH3:27])=[O:24])[C:14]4[C:19]([CH:20]=3)=[CH:18][C:17]([CH2:21][OH:22])=[CH:16][CH:15]=4)=[N:8][NH:9]2)=[CH:5][CH:4]=1)#[N:2]. (4) Given the product [CH:30]1([C:28]2[NH:27][N:26]=[C:25]([NH:24][C:22]3[C:21](/[CH:33]=[CH:34]\[CH3:35])=[CH:20][N:19]=[C:18]([C:15]4[S:14][C:13]([S:10]([NH2:9])(=[O:12])=[O:11])=[CH:17][CH:16]=4)[N:23]=3)[CH:29]=2)[CH2:32][CH2:31]1, predict the reactants needed to synthesize it. The reactants are: B(Cl)(Cl)Cl.C([NH:9][S:10]([C:13]1[S:14][C:15]([C:18]2[N:23]=[C:22]([NH:24][C:25]3[CH:29]=[C:28]([CH:30]4[CH2:32][CH2:31]4)[NH:27][N:26]=3)[C:21](/[CH:33]=[CH:34]\[CH3:35])=[CH:20][N:19]=2)=[CH:16][CH:17]=1)(=[O:12])=[O:11])(C)(C)C. (5) Given the product [NH2:1][C:2]1[N:10]=[C:9]([O:11][CH2:12][CH2:13][CH2:14][CH3:15])[N:8]=[C:7]2[C:3]=1[NH:4][C:5](=[O:42])[N:6]2[CH2:16][CH2:17][CH2:18][CH2:19][N:20]([CH2:30][C:31]1[CH:32]=[C:33]([CH2:37][C:38]([OH:40])=[O:39])[CH:34]=[CH:35][CH:36]=1)[CH2:21][CH2:22][CH2:23][N:24]1[CH2:25][CH2:26][O:27][CH2:28][CH2:29]1, predict the reactants needed to synthesize it. The reactants are: [NH2:1][C:2]1[N:10]=[C:9]([O:11][CH2:12][CH2:13][CH2:14][CH3:15])[N:8]=[C:7]2[C:3]=1[NH:4][C:5](=[O:42])[N:6]2[CH2:16][CH2:17][CH2:18][CH2:19][N:20]([CH2:30][C:31]1[CH:32]=[C:33]([CH2:37][C:38]([O:40]C)=[O:39])[CH:34]=[CH:35][CH:36]=1)[CH2:21][CH2:22][CH2:23][N:24]1[CH2:29][CH2:28][O:27][CH2:26][CH2:25]1.[OH-].[Li+].O1CCCC1.